This data is from Reaction yield outcomes from USPTO patents with 853,638 reactions. The task is: Predict the reaction yield, written as a fraction of the theoretical maximum amount of product (1.0 means a 100% yield; for example, 0.34 means a 34% yield). (1) The reactants are [Br:1][C:2]1[CH:7]=[CH:6][C:5]([C:8]2[N:9]([CH2:22][CH2:23][OH:24])[CH:10]=[C:11]([C:13]3[N:17]([CH:18]([CH3:20])[CH3:19])[N:16]=[C:15]([CH3:21])[N:14]=3)[N:12]=2)=[C:4](F)[CH:3]=1.C1(C)C=CC=CC=1.[OH-].[K+]. The catalyst is CN1C=CN=C1.[Cl-].C[N+](CCCC)(CCCC)CCCC. The product is [Br:1][C:2]1[CH:7]=[CH:6][C:5]2[C:8]3[N:9]([CH:10]=[C:11]([C:13]4[N:17]([CH:18]([CH3:20])[CH3:19])[N:16]=[C:15]([CH3:21])[N:14]=4)[N:12]=3)[CH2:22][CH2:23][O:24][C:4]=2[CH:3]=1. The yield is 0.806. (2) The reactants are [F:1][C:2]([F:16])([F:15])[CH2:3][O:4][C:5]1[C:14]2[C:9](=[CH:10][CH:11]=[CH:12][CH:13]=2)[CH:8]=[CH:7][CH:6]=1.[CH2:17]1[S:21](=O)[CH2:20][CH2:19][CH2:18]1.C(OC(C)C)(C)C.[F:30][C:31]([F:55])([S:51]([O-:54])(=[O:53])=[O:52])[CH:32]([O:37][C:38]([C:40]12[CH2:49][CH:44]3[CH2:45][CH:46]([CH2:48][CH:42]([C:43]3=[O:50])[CH2:41]1)[CH2:47]2)=[O:39])[C:33]([F:36])([F:35])[F:34].C([NH+](CC)CC)C. The catalyst is CS(O)(=O)=O.O=P12OP3(OP(OP(O3)(O1)=O)(=O)O2)=O.O. The product is [F:55][C:31]([F:30])([S:51]([O-:54])(=[O:52])=[O:53])[CH:32]([O:37][C:38]([C:40]12[CH2:49][CH:44]3[CH2:45][CH:46]([CH2:48][CH:42]([C:43]3=[O:50])[CH2:41]1)[CH2:47]2)=[O:39])[C:33]([F:34])([F:36])[F:35].[F:1][C:2]([F:15])([F:16])[CH2:3][O:4][C:5]1[C:14]2[C:9](=[CH:10][CH:11]=[CH:12][CH:13]=2)[C:8]([S+:21]2[CH2:17][CH2:18][CH2:19][CH2:20]2)=[CH:7][CH:6]=1. The yield is 0.840.